From a dataset of Forward reaction prediction with 1.9M reactions from USPTO patents (1976-2016). Predict the product of the given reaction. (1) Given the reactants [N:1]1[CH:6]=[CH:5][C:4]([CH2:7][NH:8][C:9](=[O:16])[NH:10][O:11][CH2:12][C:13]([OH:15])=O)=[CH:3][CH:2]=1.[NH2:17][C@@H:18]([CH3:42])[C:19]([N:21]([C@@H:33]([CH3:41])[CH:34]([O:38][CH2:39][CH3:40])[O:35][CH2:36][CH3:37])[CH2:22][C:23]1[C:32]2[C:27](=[CH:28][CH:29]=[CH:30][CH:31]=2)[CH:26]=[CH:25][CH:24]=1)=[O:20], predict the reaction product. The product is: [CH2:39]([O:38][CH:34]([O:35][CH2:36][CH3:37])[C@@H:33]([N:21]([CH2:22][C:23]1[C:32]2[C:27](=[CH:28][CH:29]=[CH:30][CH:31]=2)[CH:26]=[CH:25][CH:24]=1)[C:19](=[O:20])[C@@H:18]([NH:17][C:13](=[O:15])[CH2:12][O:11][NH:10][C:9]([NH:8][CH2:7][C:4]1[CH:3]=[CH:2][N:1]=[CH:6][CH:5]=1)=[O:16])[CH3:42])[CH3:41])[CH3:40]. (2) Given the reactants Cl.[CH3:2][C@@:3]([C:7]([NH2:9])=[O:8])([CH2:5][SH:6])[NH2:4].[CH3:10][C:11]([CH3:13])=O.C(=O)([O-])[O-].[Na+].[Na+], predict the reaction product. The product is: [CH3:10][C:11]1([CH3:13])[NH:4][C:3]([CH3:2])([C:7]([NH2:9])=[O:8])[CH2:5][S:6]1. (3) Given the reactants [Br:1][C:2]1[CH:7]=[CH:6][C:5]([CH2:8]Cl)=[C:4]([CH3:10])[CH:3]=1.[C-:11]#[N:12].[Na+], predict the reaction product. The product is: [Br:1][C:2]1[CH:7]=[CH:6][C:5]([CH2:8][C:11]#[N:12])=[C:4]([CH3:10])[CH:3]=1. (4) Given the reactants S(Cl)([Cl:3])=O.O[CH2:6][C:7]1[C:16]2[C:11](=[CH:12][CH:13]=[CH:14][CH:15]=2)[N:10]=[CH:9][CH:8]=1, predict the reaction product. The product is: [Cl:3][CH2:6][C:7]1[C:16]2[C:11](=[CH:12][CH:13]=[CH:14][CH:15]=2)[N:10]=[CH:9][CH:8]=1. (5) Given the reactants [OH:1]S(O)(=O)=O.[CH2:6]1[O:14][CH:7]1[C:8]1[CH:13]=[CH:12][CH:11]=[CH:10][CH:9]=1, predict the reaction product. The product is: [C:8]1([CH:7]([OH:1])[CH2:6][OH:14])[CH:9]=[CH:10][CH:11]=[CH:12][CH:13]=1.